Binary Classification. Given a drug SMILES string, predict its activity (active/inactive) in a high-throughput screening assay against a specified biological target. From a dataset of HIV replication inhibition screening data with 41,000+ compounds from the AIDS Antiviral Screen. (1) The drug is CCCCCCCCCCCCOC(=N)N(C)C. The result is 0 (inactive). (2) The drug is Oc1ncnc2c1nnn2CCCCCCCCCCCCn1nnc2c(O)ncnc21. The result is 0 (inactive). (3) The drug is COC(=O)c1c(-c2ccccc2)cc2c3cc(-c4ccccc4)c(C(=O)OC)n3c3ccccc3n12. The result is 0 (inactive). (4) The compound is N#Cc1ncn(Cc2ccccc2)c1N. The result is 0 (inactive). (5) The molecule is N#CC(Cc1ccccc1)C(=O)NN. The result is 0 (inactive). (6) The drug is CC(=O)c1sc(Nc2ccc(S(=O)(=O)Nc3nc(C)cc(C)n3)cc2)nc1C. The result is 0 (inactive).